This data is from Experimentally validated miRNA-target interactions with 360,000+ pairs, plus equal number of negative samples. The task is: Binary Classification. Given a miRNA mature sequence and a target amino acid sequence, predict their likelihood of interaction. (1) The miRNA is dre-miR-133b-3p with sequence UUUGGUCCCCUUCAACCAGCUA. The protein sequence of the target gene is MLGIWTLLPLVLTSVARLSSKSVNAQVTDINSKGLELRKTVTTVETQNLEGLHHDGQFCHKPCPPGERKARDCTVNGDEPDCVPCQEGKEYTDKAHFSSKCRRCRLCDEGHGLEVEINCTRTQNTKCRCKPNFFCNSTVCEHCDPCTKCEHGIIKECTLTSNTKCKEEGSRSNLGWLCLLLLPIPLIVWVKRKEVQKTCRKHRKENQGSHESPTLNPETVAINLSDVDLSKYITTIAGVMTLSQVKGFVRKNGVNEAKIDEIKNDNVQDTAEQKVQLLRNWHQLHGKKEAYDTLIKDLKK.... Result: 0 (no interaction). (2) The miRNA is hsa-miR-17-5p with sequence CAAAGUGCUUACAGUGCAGGUAG. The protein sequence of the target gene is MDNMSITNTPTSNDACLSIVHSLMCHRQGGESETFAKRAIESLVKKLKEKKDELDSLITAITTNGAHPSKCVTIQRTLDGRLQVAGRKGFPHVIYARLWRWPDLHKNELKHVKYCQYAFDLKCDSVCVNPYHYERVVSPGIDLSGLTLQSNAPSSMMVKDEYVHDFEGQPSLSTEGHSIQTIQHPPSNRASTETYSTPALLAPSESNATSTANFPNIPVASTSQPASILGGSHSEGLLQIASGPQPGQQQNGFTGQPATYHHNSTTTWTGSRTAPYTPNLPHHQNGHLQHHPPMPPHPGH.... Result: 1 (interaction). (3) The miRNA is hsa-miR-6500-3p with sequence ACACUUGUUGGGAUGACCUGC. The protein sequence of the target gene is MGNEASYQTELCNHFDQEEIRRLGKSFRKLDLDKSGSLSIEEFMRLPELQQNPLVGRVIDIFDTDGNGEVDFHEFIVGTSQFSVKGDEEQKLRFAFRIYDMDNDGFISNGELFQVLKMMVGNNLKDWQLQQLVDKSILVLDKDGDGRISFEEFSDVVKTMEIHKKLVVFVEHGQEDLKA. Result: 0 (no interaction). (4) The miRNA is hsa-miR-376a-5p with sequence GUAGAUUCUCCUUCUAUGAGUA. Result: 0 (no interaction). The protein sequence of the target gene is MGPLSAPPCTQHITWKGLLLTASLLNFWNLPTTAQVIIEAKPPKVSEGKDVLLLVHNLPQNLTGYIWYKGQMTDLYHYITSYVVHGQIIYGPAYSGRETVYSNASLLIQNVTQEDAGSYTLHIIKRGDGTGGVTGYFTVTLYSETPKPSISSSNLNPREVMEAVRLICDPETPDASYLWLLNGQNLPMTHRLQLSKTNRTLYLFGVTKYIAGPYECEIRNPVSASRSDPVTLNLLPKLPMPYITINNLNPREKKDVLAFTCEPKSRNYTYIWWLNGQSLPVSPRVKRPIENRILILPSVT....